This data is from Ames mutagenicity test results for genotoxicity prediction. The task is: Regression/Classification. Given a drug SMILES string, predict its toxicity properties. Task type varies by dataset: regression for continuous values (e.g., LD50, hERG inhibition percentage) or binary classification for toxic/non-toxic outcomes (e.g., AMES mutagenicity, cardiotoxicity, hepatotoxicity). Dataset: ames. (1) The molecule is CCOC(=O)[C@H](C)O. The result is 0 (non-mutagenic). (2) The molecule is S=C1SSC2=NCCN12. The result is 0 (non-mutagenic).